Dataset: Forward reaction prediction with 1.9M reactions from USPTO patents (1976-2016). Task: Predict the product of the given reaction. Given the reactants [N+:1]([C:4]1[CH:13]=[CH:12][C:7]2[NH:8][CH2:9][CH2:10][O:11][C:6]=2[CH:5]=1)([O-:3])=[O:2].[CH:14](=O)[CH2:15][CH3:16].[BH3-]C#N.[Na+], predict the reaction product. The product is: [N+:1]([C:4]1[CH:13]=[CH:12][C:7]2[N:8]([CH2:14][CH2:15][CH3:16])[CH2:9][CH2:10][O:11][C:6]=2[CH:5]=1)([O-:3])=[O:2].